This data is from Catalyst prediction with 721,799 reactions and 888 catalyst types from USPTO. The task is: Predict which catalyst facilitates the given reaction. (1) The catalyst class is: 2. Product: [CH3:45][O:42][C:39]([C:15]1[CH:14]=[C:13]2[C:18](=[CH:17][CH:16]=1)[C:9]([NH:8][C:26]1[CH:30]=[C:29]([CH3:31])[NH:28][N:27]=1)=[N:10][N:11]([CH:23]([CH3:25])[CH3:24])[C:12]2=[O:22])=[O:40]. Reactant: C(OC([N:8]([C:26]1[CH:30]=[C:29]([CH3:31])[N:28](C(OC(C)(C)C)=O)[N:27]=1)[C:9]1[C:18]2[C:13](=[CH:14][C:15](C(O)=O)=[CH:16][CH:17]=2)[C:12](=[O:22])[N:11]([CH:23]([CH3:25])[CH3:24])[N:10]=1)=O)(C)(C)C.[C:39]([O-:42])([O-])=[O:40].[K+].[K+].[CH3:45]I. (2) Reactant: [CH3:1][O:2][C:3]([C:5]1[C:13]2[N:12]=[C:11]([NH2:14])[NH:10][C:9]=2[CH:8]=[CH:7][CH:6]=1)=[O:4].C1N=CN([C:20]([N:22]2[CH:26]=[N:25][CH:24]=[CH:23]2)=[O:21])C=1.C1C2[C:31](=[CH:32][CH:33]=[CH:34]C=2)[CH:30]=[C:29](N)N=1.O. Product: [CH3:1][O:2][C:3]([C:5]1[C:13]2[N:12]=[C:11]([NH:14][C:20]([NH:22][C:26]3[N:25]=[CH:24][C:23]4[C:33]([CH:34]=3)=[CH:32][CH:31]=[CH:30][CH:29]=4)=[O:21])[NH:10][C:9]=2[CH:8]=[CH:7][CH:6]=1)=[O:4]. The catalyst class is: 3. (3) Reactant: [F:1][C:2]1[CH:3]=[C:4]2[C:9](=[C:10]([F:12])[CH:11]=1)[O:8][CH2:7][C:6]([N+]([O-])=O)=[CH:5]2.C(O)(=[O:18])C. Product: [F:1][C:2]1[CH:3]=[C:4]2[C:9](=[C:10]([F:12])[CH:11]=1)[O:8][CH2:7][C:6](=[O:18])[CH2:5]2. The catalyst class is: 292. (4) Reactant: [CH2:1]([O:3][C:4](=[O:23])[C:5]([CH3:22])([CH3:21])[CH2:6][CH2:7][CH2:8][CH2:9][O:10][CH2:11][CH2:12][CH2:13][CH2:14][C:15]([CH3:20])([CH3:19])[C:16](O)=[O:17])[CH3:2].C(Cl)(=O)C([Cl:27])=O. Product: [CH2:1]([O:3][C:4](=[O:23])[C:5]([CH3:22])([CH3:21])[CH2:6][CH2:7][CH2:8][CH2:9][O:10][CH2:11][CH2:12][CH2:13][CH2:14][C:15]([CH3:20])([CH3:19])[C:16]([Cl:27])=[O:17])[CH3:2]. The catalyst class is: 2.